Dataset: Full USPTO retrosynthesis dataset with 1.9M reactions from patents (1976-2016). Task: Predict the reactants needed to synthesize the given product. (1) Given the product [CH3:1][O:2][C:3]([CH:5]1[CH:9]([CH:10]2[CH2:12][CH2:11]2)[CH2:8][NH:7][CH2:6]1)=[O:4], predict the reactants needed to synthesize it. The reactants are: [CH3:1][O:2][C:3]([CH:5]1[CH:9]([CH:10]2[CH2:12][CH2:11]2)[CH2:8][N:7](CC2C=CC=CC=2)[CH2:6]1)=[O:4]. (2) Given the product [NH2:1][CH:2]([C:7]([OH:9])=[O:8])[CH2:3][CH2:4][S:5][CH3:6], predict the reactants needed to synthesize it. The reactants are: [NH2:1][C@H:2]([C:7]([OH:9])=[O:8])[CH2:3][CH2:4][S:5][CH3:6].NC(CCC)C(N)=S. (3) The reactants are: [NH2:1][C:2]1[CH:3]=[CH:4][C:5]([F:26])=[C:6]([C@:8]2([CH:23]([F:25])[F:24])[C@@H:14]3[C@@H:12]([CH2:13]3)[O:11][C:10]([NH:15]C(=O)OC(C)(C)C)=[N:9]2)[CH:7]=1.[Cl:27][C:28]1[CH:29]=[CH:30][C:31]([CH:34]=O)=[N:32][CH:33]=1.CC(O)=O.C(O[BH-](OC(=O)C)OC(=O)C)(=O)C.[Na+].FC(F)(F)C(O)=O.[OH-].[Na+]. Given the product [Cl:27][C:28]1[CH:29]=[CH:30][C:31]([CH2:34][NH:1][C:2]2[CH:3]=[CH:4][C:5]([F:26])=[C:6]([C@:8]3([CH:23]([F:24])[F:25])[C@@H:14]4[C@@H:12]([CH2:13]4)[O:11][C:10]([NH2:15])=[N:9]3)[CH:7]=2)=[N:32][CH:33]=1, predict the reactants needed to synthesize it.